This data is from Full USPTO retrosynthesis dataset with 1.9M reactions from patents (1976-2016). The task is: Predict the reactants needed to synthesize the given product. (1) Given the product [Cl:1][C:2]1[CH:7]=[C:6]([Cl:8])[CH:5]=[CH:4][C:3]=1[CH:9]([CH3:27])[C:10]([C:12]1[CH:13]=[C:14]2[C:18](=[CH:19][CH:20]=1)[N:17]([C:21]1[CH:26]=[CH:25][CH:24]=[CH:23][CH:22]=1)[N:16]=[CH:15]2)=[O:11], predict the reactants needed to synthesize it. The reactants are: [Cl:1][C:2]1[CH:7]=[C:6]([Cl:8])[CH:5]=[CH:4][C:3]=1[CH:9]([CH3:27])[CH:10]([C:12]1[CH:13]=[C:14]2[C:18](=[CH:19][CH:20]=1)[N:17]([C:21]1[CH:26]=[CH:25][CH:24]=[CH:23][CH:22]=1)[N:16]=[CH:15]2)[OH:11].C[N+]1([O-])CCOCC1. (2) Given the product [NH2:30][C:27]1[N:28]=[CH:29][C:24]([C:21]2[S:20][C:19]3[CH2:18][C:17]4[C:13]([C:10]5[CH:11]=[CH:12][C:7]([OH:6])=[CH:8][CH:9]=5)=[N:14][NH:15][C:16]=4[C:23]=3[CH:22]=2)=[CH:25][CH:26]=1, predict the reactants needed to synthesize it. The reactants are: B(Br)(Br)Br.C[O:6][C:7]1[CH:12]=[CH:11][C:10]([C:13]2[C:17]3[CH2:18][C:19]4[S:20][C:21]([C:24]5[CH:25]=[CH:26][C:27]([NH2:30])=[N:28][CH:29]=5)=[CH:22][C:23]=4[C:16]=3[NH:15][N:14]=2)=[CH:9][CH:8]=1.